This data is from Forward reaction prediction with 1.9M reactions from USPTO patents (1976-2016). The task is: Predict the product of the given reaction. (1) Given the reactants [Br:1][C:2]1[CH:7]=[CH:6][C:5]([OH:8])=[CH:4][C:3]=1[CH2:9][CH2:10][OH:11].C([O-])([O-])=O.[K+].[K+].Br[CH2:19][CH2:20][CH2:21][O:22][CH3:23], predict the reaction product. The product is: [Br:1][C:2]1[CH:7]=[CH:6][C:5]([O:8][CH2:19][CH2:20][CH2:21][O:22][CH3:23])=[CH:4][C:3]=1[CH2:9][CH2:10][OH:11]. (2) Given the reactants [CH2:1]([O:8][C:9]1[C:16]([O:17][CH3:18])=[CH:15][CH:14]=[CH:13][C:10]=1[CH2:11]O)[C:2]1[CH:7]=[CH:6][CH:5]=[CH:4][CH:3]=1.CC(C)(O)[C:21]#[N:22].C1(P(C2C=CC=CC=2)C2C=CC=CC=2)C=CC=CC=1.N(C(OCC)=O)=NC(OCC)=O, predict the reaction product. The product is: [CH2:1]([O:8][C:9]1[C:16]([O:17][CH3:18])=[CH:15][CH:14]=[CH:13][C:10]=1[CH2:11][C:21]#[N:22])[C:2]1[CH:7]=[CH:6][CH:5]=[CH:4][CH:3]=1.